This data is from Full USPTO retrosynthesis dataset with 1.9M reactions from patents (1976-2016). The task is: Predict the reactants needed to synthesize the given product. (1) The reactants are: [CH3:1][O:2][C:3]1[CH:4]=[C:5]2[C:10](=[CH:11][C:12]=1[O:13][CH3:14])[N:9]=[CH:8][CH:7]=[C:6]2[O:15][C:16]1[CH:25]=[C:24]2[C:19]([CH:20]=[CH:21][C:22]([NH2:26])=[CH:23]2)=[CH:18][CH:17]=1.CCN=C=NCCCN(C)C.C1C=CC2N(O)N=NC=2C=1.[Cl:48][C:49]1[CH:57]=[CH:56][C:52]([C:53](O)=[O:54])=[CH:51][C:50]=1[C:58]([F:61])([F:60])[F:59].CCN(C(C)C)C(C)C. Given the product [CH3:1][O:2][C:3]1[CH:4]=[C:5]2[C:10](=[CH:11][C:12]=1[O:13][CH3:14])[N:9]=[CH:8][CH:7]=[C:6]2[O:15][C:16]1[CH:25]=[C:24]2[C:19]([CH:20]=[CH:21][C:22]([NH:26][C:53](=[O:54])[C:52]3[CH:56]=[CH:57][C:49]([Cl:48])=[C:50]([C:58]([F:61])([F:59])[F:60])[CH:51]=3)=[CH:23]2)=[CH:18][CH:17]=1, predict the reactants needed to synthesize it. (2) Given the product [Br:7][C:8]1[C:16]2[C:11](=[CH:12][CH:13]=[C:14]([Cl:17])[CH:15]=2)[N:10]([CH3:20])[CH:9]=1, predict the reactants needed to synthesize it. The reactants are: C([O-])([O-])=O.[K+].[K+].[Br:7][C:8]1[C:16]2[C:11](=[CH:12][CH:13]=[C:14]([Cl:17])[CH:15]=2)[NH:10][CH:9]=1.CI.[CH2:20](OC(=O)C)C. (3) The reactants are: [OH:1][C:2]1[CH:7]=[CH:6][N:5]([C:8]2[CH:9]=[CH:10][C:11]3[N:15]=[C:14]([CH:16]4[CH2:18][CH:17]4[C:19]([OH:22])([CH3:21])[CH3:20])[N:13]([CH3:23])[C:12]=3[CH:24]=2)[C:4](=[O:25])[CH:3]=1.[Cl:26][C:27]1[S:31][C:30]([CH2:32]O)=[CH:29][CH:28]=1.C(P(CCCC)CCCC)CCC.N(C(N1CCCCC1)=O)=NC(N1CCCCC1)=O. Given the product [Cl:26][C:27]1[S:31][C:30]([CH2:32][O:1][C:2]2[CH:7]=[CH:6][N:5]([C:8]3[CH:9]=[CH:10][C:11]4[N:15]=[C:14]([CH:16]5[CH2:18][CH:17]5[C:19]([OH:22])([CH3:20])[CH3:21])[N:13]([CH3:23])[C:12]=4[CH:24]=3)[C:4](=[O:25])[CH:3]=2)=[CH:29][CH:28]=1, predict the reactants needed to synthesize it. (4) Given the product [CH3:10][C:3]1[CH2:4][CH:5]=[C:6]([CH3:7])[C:2]=1[Si:16]([C:14]1[CH:22]=[CH:11][CH2:12][CH:13]=1)([CH3:20])[CH3:19], predict the reactants needed to synthesize it. The reactants are: Br[C:2]1[C:6](OC)([CH3:7])[CH2:5][CH2:4][C:3]=1[CH3:10].[CH2:11]([Li])[CH2:12][CH2:13][CH3:14].[Si:16]([CH3:20])([CH3:19])(Cl)Cl.O.[CH2:22](OCC)C. (5) The reactants are: [F:1][C:2]1[CH:10]=[CH:9][CH:8]=[C:7]2[C:3]=1[CH2:4][CH2:5][C:6]2=[O:11].C=O.[C:14]1(B(O)O)C=CC=CC=1.C(O)(C(F)(F)F)=O.C([O-])(O)=O.[Na+]. Given the product [F:1][C:2]1[CH:10]=[CH:9][CH:8]=[C:7]2[C:3]=1[CH2:4][C:5](=[CH2:14])[C:6]2=[O:11], predict the reactants needed to synthesize it. (6) Given the product [CH3:1][O:23][C:22](=[O:24])[C:21]1[CH:25]=[CH:26][C:18]([CH2:17][Br:16])=[C:19]([N+:27]([O-:29])=[O:28])[CH:20]=1, predict the reactants needed to synthesize it. The reactants are: [CH:1]1(N=C=NC2CCCCC2)CCCCC1.[Br:16][CH2:17][C:18]1[CH:26]=[CH:25][C:21]([C:22]([OH:24])=[O:23])=[CH:20][C:19]=1[N+:27]([O-:29])=[O:28].CN(CC1C=CN=CC=1)C.